From a dataset of Full USPTO retrosynthesis dataset with 1.9M reactions from patents (1976-2016). Predict the reactants needed to synthesize the given product. (1) Given the product [C:1]([O:4][CH2:5][CH2:6]/[CH:7]=[C:8]1\[O:9][C:10](=[O:15])[O:11][C:12]\1([CH3:14])[CH3:13])(=[O:3])[CH:2]=[CH2:16], predict the reactants needed to synthesize it. The reactants are: [C:1]([O:4][CH2:5][CH2:6]/[CH:7]=[C:8]1\[O:9][C:10](=[O:15])[O:11][C:12]\1([CH3:14])[CH3:13])(=[O:3])[CH3:2].[C:16](OCC)(=O)C.COC1C=CC(O)=CC=1. (2) Given the product [Br:21][C:8]([C:9]1[CH:10]=[CH:11][CH:12]=[CH:13][CH:14]=1)=[C:7]([C:15]1[CH:16]=[CH:17][CH:18]=[CH:19][CH:20]=1)[C:1]1[CH:2]=[CH:3][CH:4]=[CH:5][CH:6]=1, predict the reactants needed to synthesize it. The reactants are: [C:1]1([C:7]([C:15]2[CH:20]=[CH:19][CH:18]=[CH:17][CH:16]=2)=[CH:8][C:9]2[CH:14]=[CH:13][CH:12]=[CH:11][CH:10]=2)[CH:6]=[CH:5][CH:4]=[CH:3][CH:2]=1.[Br:21]Br. (3) The reactants are: [C:1]([O:5][C:6]([C:8]1[CH:9]=[CH:10][C:11]([NH:14][CH2:15][CH2:16][C:17]2[CH:22]=[C:21]([Br:23])[CH:20]=[CH:19][C:18]=2[O:24][CH2:25][C:26]2[CH:31]=[CH:30][CH:29]=[CH:28][CH:27]=2)=[N:12][CH:13]=1)=[O:7])([CH3:4])([CH3:3])[CH3:2].[H-].[Na+].I[CH2:35][CH3:36]. Given the product [CH2:25]([O:24][C:18]1[CH:19]=[CH:20][C:21]([Br:23])=[CH:22][C:17]=1[CH2:16][CH2:15][N:14]([C:11]1[CH:10]=[CH:9][C:8]([C:6]([O:5][C:1]([CH3:4])([CH3:2])[CH3:3])=[O:7])=[CH:13][N:12]=1)[CH2:35][CH3:36])[C:26]1[CH:31]=[CH:30][CH:29]=[CH:28][CH:27]=1, predict the reactants needed to synthesize it. (4) Given the product [NH2:8][C:4]1[N:5]=[C:6]([OH:7])[C:1]([Br:9])=[CH:2][N:3]=1, predict the reactants needed to synthesize it. The reactants are: [CH:1]1[C:6](=[O:7])[NH:5][C:4]([NH2:8])=[N:3][CH:2]=1.[Br:9]Br. (5) Given the product [F:8][C:9]1[CH:14]=[CH:13][C:12]([N:15]2[C:19]3[CH:20]=[C:21]4[C@:26]([C:28]([C:29]5[CH:34]=[C:33]([C:35]([F:38])([F:37])[F:36])[CH:32]=[CH:31][N:30]=5)=[O:39])([CH2:27][C:18]=3[CH:17]=[N:16]2)[CH2:25][N:24]([S:62]([C:60]2[CH:59]=[N:58][N:57]([CH3:56])[CH:61]=2)(=[O:64])=[O:63])[CH2:23][CH2:22]4)=[CH:11][CH:10]=1, predict the reactants needed to synthesize it. The reactants are: Cl.O1CCOCC1.[F:8][C:9]1[CH:14]=[CH:13][C:12]([N:15]2[C:19]3[CH:20]=[C:21]4[C@:26]([C:28](=[O:39])[C:29]5[CH:34]=[C:33]([C:35]([F:38])([F:37])[F:36])[CH:32]=[CH:31][N:30]=5)([CH2:27][C:18]=3[CH:17]=[N:16]2)[CH2:25][N:24](C(OC(C)(C)C)=O)[CH2:23][CH2:22]4)=[CH:11][CH:10]=1.CCN(C(C)C)C(C)C.[CH3:56][N:57]1[CH:61]=[C:60]([S:62](Cl)(=[O:64])=[O:63])[CH:59]=[N:58]1.